Dataset: Full USPTO retrosynthesis dataset with 1.9M reactions from patents (1976-2016). Task: Predict the reactants needed to synthesize the given product. (1) Given the product [CH3:11][C:12]1([CH3:13])[CH2:14][N:15]1[S:16]([C:19]1[CH:38]=[CH:37][C:22]([NH:23][C:24]2[N:29]=[C:28]([C:30]3[N:34]([CH3:35])[C:33]([CH3:36])=[N:32][CH:31]=3)[CH:27]=[CH:26][N:25]=2)=[CH:21][CH:20]=1)(=[O:17])=[O:18], predict the reactants needed to synthesize it. The reactants are: C1(C)C=CC(S(O[CH2:11][C:12]([NH:15][S:16]([C:19]2[CH:38]=[CH:37][C:22]([NH:23][C:24]3[N:29]=[C:28]([C:30]4[N:34]([CH3:35])[C:33]([CH3:36])=[N:32][CH:31]=4)[CH:27]=[CH:26][N:25]=3)=[CH:21][CH:20]=2)(=[O:18])=[O:17])([CH3:14])[CH3:13])(=O)=O)=CC=1.C(=O)([O-])[O-].[K+].[K+]. (2) Given the product [CH3:22][O:21][C:18]1[CH:19]=[CH:20][C:15]([N:10]2[CH2:11][CH2:12][N:8]([C:3]3[CH:4]=[N:5][CH:6]=[CH:7][C:2]=3[CH3:1])[C:9]2=[O:13])=[CH:16][CH:17]=1, predict the reactants needed to synthesize it. The reactants are: [CH3:1][C:2]1[CH:7]=[CH:6][N:5]=[CH:4][C:3]=1[N:8]1[CH2:12][CH2:11][NH:10][C:9]1=[O:13].Br[C:15]1[CH:20]=[CH:19][C:18]([O:21][CH3:22])=[CH:17][CH:16]=1.N[C@@H]1CCCC[C@H]1N.C(=O)([O-])[O-].[K+].[K+]. (3) The reactants are: [F:1][C:2]1[CH:7]=[CH:6][CH:5]=[CH:4][C:3]=1[C:8]1[N:9]=[C:10]([CH2:20][N:21]2C(=O)C3C(=CC=CC=3)C2=O)[S:11][C:12]=1[S:13][C:14]1[CH:19]=[CH:18][CH:17]=[CH:16][CH:15]=1.O.NN.C(=O)([O-])O.[Na+]. Given the product [F:1][C:2]1[CH:7]=[CH:6][CH:5]=[CH:4][C:3]=1[C:8]1[N:9]=[C:10]([CH2:20][NH2:21])[S:11][C:12]=1[S:13][C:14]1[CH:15]=[CH:16][CH:17]=[CH:18][CH:19]=1, predict the reactants needed to synthesize it. (4) Given the product [CH2:22]([N:20]1[N:19]=[N:18][C:17]([N:12]2[CH2:11][CH:10]3[CH2:16][CH:14]([CH2:15][NH:8][CH2:9]3)[CH2:13]2)=[N:21]1)[CH3:23], predict the reactants needed to synthesize it. The reactants are: C([N:8]1[CH2:15][CH:14]2[CH2:16][CH:10]([CH2:11][N:12]([C:17]3[N:18]=[N:19][N:20]([CH2:22][CH3:23])[N:21]=3)[CH2:13]2)[CH2:9]1)C1C=CC=CC=1.